Dataset: Catalyst prediction with 721,799 reactions and 888 catalyst types from USPTO. Task: Predict which catalyst facilitates the given reaction. (1) Reactant: [NH2:1][C:2]1[C:11]2[N:12]=[CH:13][N:14]([CH2:15][CH2:16][NH:17]C(=O)OC(C)(C)C)[C:10]=2[C:9]2[CH:8]=[CH:7][CH:6]=[CH:5][C:4]=2[N:3]=1.FC(F)(F)C(O)=O.C(#N)C. Product: [NH2:17][CH2:16][CH2:15][N:14]1[C:10]2[C:9]3[CH:8]=[CH:7][CH:6]=[CH:5][C:4]=3[N:3]=[C:2]([NH2:1])[C:11]=2[N:12]=[CH:13]1. The catalyst class is: 6. (2) Reactant: [Br:1][C:2]([CH3:7])([CH3:6])[C:3](Br)=[O:4].[CH2:8]([NH2:15])[C:9]1[CH:14]=[CH:13][CH:12]=[CH:11][CH:10]=1. Product: [Br:1][C:2]([CH3:7])([CH3:6])[C:3]([NH:15][CH2:8][C:9]1[CH:14]=[CH:13][CH:12]=[CH:11][CH:10]=1)=[O:4]. The catalyst class is: 25. (3) Reactant: [F:1][C:2]1[CH:7]=[C:6]([O:8][CH2:9][CH2:10][O:11][CH3:12])[CH:5]=[CH:4][C:3]=1[NH:13][C:14]1[O:15][CH2:16][C:17](=[O:24])[C:18]=1[C:19]([O:21][CH2:22][CH3:23])=[O:20].[NH:25]1[C:33]2[C:28](=[CH:29][CH:30]=[CH:31][N:32]=2)[C:27]([CH:34]=O)=[CH:26]1.[OH-].[Na+]. Product: [NH:25]1[C:33]2=[N:32][CH:31]=[CH:30][CH:29]=[C:28]2[C:27]([CH:34]=[C:16]2[O:15][C:14]([NH:13][C:3]3[CH:4]=[CH:5][C:6]([O:8][CH2:9][CH2:10][O:11][CH3:12])=[CH:7][C:2]=3[F:1])=[C:18]([C:19]([O:21][CH2:22][CH3:23])=[O:20])[C:17]2=[O:24])=[CH:26]1. The catalyst class is: 361. (4) Reactant: [Br:1][C:2]1[CH:3]=[C:4]([C:10]2[NH:14][C:13]([C:15]([O:17][CH3:18])=[O:16])=[CH:12][C:11]=2[CH3:19])[CH:5]=[CH:6][C:7]=1[O:8][CH3:9].[H-].[Na+].[CH3:22]I. Product: [Br:1][C:2]1[CH:3]=[C:4]([C:10]2[N:14]([CH3:22])[C:13]([C:15]([O:17][CH3:18])=[O:16])=[CH:12][C:11]=2[CH3:19])[CH:5]=[CH:6][C:7]=1[O:8][CH3:9]. The catalyst class is: 3. (5) Reactant: [OH:1][CH:2]1[CH2:7][CH2:6][N:5]([C:8]([C:10]2[CH:15]=[CH:14][CH:13]=[C:12]([N+:16]([O-])=O)[CH:11]=2)=[O:9])[CH2:4][CH2:3]1.C([SiH](CC)CC)C. Product: [NH2:16][C:12]1[CH:11]=[C:10]([C:8]([N:5]2[CH2:4][CH2:3][CH:2]([OH:1])[CH2:7][CH2:6]2)=[O:9])[CH:15]=[CH:14][CH:13]=1. The catalyst class is: 19.